Dataset: Full USPTO retrosynthesis dataset with 1.9M reactions from patents (1976-2016). Task: Predict the reactants needed to synthesize the given product. (1) Given the product [F:27][C:20]1[CH:19]=[C:18]([CH:23]=[CH:22][C:21]=1[C:2]1[CH:11]=[C:10]([F:12])[C:9]2[C:4](=[CH:5][CH:6]=[C:7]([OH:13])[CH:8]=2)[N:3]=1)[C:15]([OH:17])=[O:16], predict the reactants needed to synthesize it. The reactants are: Cl[C:2]1[CH:11]=[C:10]([F:12])[C:9]2[C:4](=[CH:5][CH:6]=[C:7]([O:13]C)[CH:8]=2)[N:3]=1.[C:15]([C:18]1[CH:23]=[CH:22][C:21](B(O)O)=[C:20]([F:27])[CH:19]=1)([OH:17])=[O:16]. (2) Given the product [Cl:25][C:22]1[CH:23]=[CH:24][C:19]([C@H:8]([C:5]2[CH:4]=[CH:3][C:2]([O:27][CH2:55][CH3:58])=[CH:7][CH:6]=2)[CH2:9][C:10]([C:12]2[CH:17]=[CH:16][N:15]=[C:14]([CH3:18])[CH:13]=2)=[O:11])=[C:20]([CH3:26])[CH:21]=1, predict the reactants needed to synthesize it. The reactants are: Br[C:2]1[CH:7]=[CH:6][C:5]([C@@H:8]([C:19]2[CH:24]=[CH:23][C:22]([Cl:25])=[CH:21][C:20]=2[CH3:26])[CH2:9][C:10]([C:12]2[CH:17]=[CH:16][N:15]=[C:14]([CH3:18])[CH:13]=2)=[O:11])=[CH:4][CH:3]=1.[OH-:27].[K+].C(P([C:55]([CH3:58])(C)C)C1C=CC=CC=1C1C(C(C)C)=CC(C(C)C)=CC=1C(C)C)(C)(C)C.ICC. (3) Given the product [Cl:25][C:22]1[CH:23]=[CH:24][C:19]([C@H:8]2[C@H:9]([OH:15])[C@@H:10]([OH:11])[C@H:5]([OH:4])[C@@H:6]([CH2:35][OH:36])[O:7]2)=[CH:20][C:21]=1[CH2:26][C:27]1[CH:28]=[CH:29][C:30]([C:33]#[N:34])=[CH:31][CH:32]=1, predict the reactants needed to synthesize it. The reactants are: C([O:4][C@H:5]1[C@H:10]([O:11]C(=O)C)[C@@H:9]([O:15]C(=O)C)[C@H:8]([C:19]2[CH:24]=[CH:23][C:22]([Cl:25])=[C:21]([CH2:26][C:27]3[CH:32]=[CH:31][C:30]([C:33]#[N:34])=[CH:29][CH:28]=3)[CH:20]=2)[O:7][C@@H:6]1[CH2:35][O:36]C(=O)C)(=O)C.O.[OH-].[Li+].